From a dataset of Peptide-MHC class I binding affinity with 185,985 pairs from IEDB/IMGT. Regression. Given a peptide amino acid sequence and an MHC pseudo amino acid sequence, predict their binding affinity value. This is MHC class I binding data. (1) The peptide sequence is DRNTANQK. The MHC is Mamu-B03 with pseudo-sequence Mamu-B03. The binding affinity (normalized) is 0.0998. (2) The peptide sequence is AEHDPWWAV. The MHC is HLA-A03:01 with pseudo-sequence HLA-A03:01. The binding affinity (normalized) is 0.0847. (3) The peptide sequence is AVYGNITHK. The MHC is HLA-B40:02 with pseudo-sequence HLA-B40:02. The binding affinity (normalized) is 0. (4) The peptide sequence is KQLESVMYL. The MHC is BoLA-T2b with pseudo-sequence BoLA-T2b. The binding affinity (normalized) is 0.0641. (5) The MHC is HLA-A02:02 with pseudo-sequence HLA-A02:02. The binding affinity (normalized) is 0.189. The peptide sequence is GTSNRTPTV. (6) The peptide sequence is TTYVYTLPV. The MHC is HLA-C14:02 with pseudo-sequence HLA-C14:02. The binding affinity (normalized) is 0.872.